Dataset: Forward reaction prediction with 1.9M reactions from USPTO patents (1976-2016). Task: Predict the product of the given reaction. (1) Given the reactants [CH2:1]([O:3][C:4]([C:6]1[C:7]([OH:24])=[C:8]2[C:14]([Br:15])=[C:13]([Br:16])[N:12]([CH2:17][C:18]3[CH:23]=[CH:22][CH:21]=[CH:20][CH:19]=3)[C:9]2=[CH:10][N:11]=1)=[O:5])[CH3:2].C(N(CC)CC)C.[C:32](Cl)(=[O:37])[C:33]([CH3:36])([CH3:35])[CH3:34], predict the reaction product. The product is: [CH2:1]([O:3][C:4]([C:6]1[C:7]([O:24][C:32](=[O:37])[C:33]([CH3:36])([CH3:35])[CH3:34])=[C:8]2[C:14]([Br:15])=[C:13]([Br:16])[N:12]([CH2:17][C:18]3[CH:19]=[CH:20][CH:21]=[CH:22][CH:23]=3)[C:9]2=[CH:10][N:11]=1)=[O:5])[CH3:2]. (2) Given the reactants [CH2:1]([O:8][C:9]([NH:11][C@H:12]([C:19]1[CH:24]=[CH:23][CH:22]=[C:21]([N+:25]([O-])=O)[CH:20]=1)[CH2:13][C:14]([O:16][CH2:17][CH3:18])=[O:15])=[O:10])[C:2]1[CH:7]=[CH:6][CH:5]=[CH:4][CH:3]=1.CC(O)=O.C([O-])(O)=O.[Na+], predict the reaction product. The product is: [NH2:25][C:21]1[CH:20]=[C:19]([C@@H:12]([NH:11][C:9]([O:8][CH2:1][C:2]2[CH:3]=[CH:4][CH:5]=[CH:6][CH:7]=2)=[O:10])[CH2:13][C:14]([O:16][CH2:17][CH3:18])=[O:15])[CH:24]=[CH:23][CH:22]=1. (3) Given the reactants [CH3:1][O:2][C:3](=[O:23])[CH2:4][C:5]1[C:14]([CH3:15])=[C:13]([CH:16]2[CH2:21][CH2:20][NH:19][CH2:18][CH2:17]2)[C:12]2[C:7](=[CH:8][CH:9]=[C:10]([F:22])[CH:11]=2)[CH:6]=1.[N+:24]([C:27]1[CH:32]=[CH:31][CH:30]=[CH:29][C:28]=1[CH2:33][S:34](Cl)(=[O:36])=[O:35])([O-:26])=[O:25].C(N(CC)C(C)C)(C)C, predict the reaction product. The product is: [CH3:1][O:2][C:3](=[O:23])[CH2:4][C:5]1[C:14]([CH3:15])=[C:13]([CH:16]2[CH2:17][CH2:18][N:19]([S:34]([CH2:33][C:28]3[CH:29]=[CH:30][CH:31]=[CH:32][C:27]=3[N+:24]([O-:26])=[O:25])(=[O:35])=[O:36])[CH2:20][CH2:21]2)[C:12]2[C:7](=[CH:8][CH:9]=[C:10]([F:22])[CH:11]=2)[CH:6]=1. (4) Given the reactants Cl.[CH3:2][S:3]([C:6]1[CH:11]=[C:10]([C@@H:12]([NH2:15])[CH2:13][CH3:14])[CH:9]=[CH:8][N:7]=1)(=[O:5])=[O:4].CCN(C(C)C)C(C)C.[C:25](O[C:25]([O:27][C:28]([CH3:31])([CH3:30])[CH3:29])=[O:26])([O:27][C:28]([CH3:31])([CH3:30])[CH3:29])=[O:26], predict the reaction product. The product is: [C:28]([O:27][C:25](=[O:26])[NH:15][C@H:12]([C:10]1[CH:9]=[CH:8][N:7]=[C:6]([S:3]([CH3:2])(=[O:5])=[O:4])[CH:11]=1)[CH2:13][CH3:14])([CH3:31])([CH3:30])[CH3:29]. (5) Given the reactants C(=O)([O-])[O-].[Na+].[Na+].Br[C:8]1[CH:13]=[CH:12][CH:11]=[CH:10][N:9]=1.[N+:14]([C:17]1[CH:29]=[C:28](B2OC(C)(C)C(C)(C)O2)[CH:27]=[CH:26][C:18]=1[C:19]([O:21][C:22]([CH3:25])([CH3:24])[CH3:23])=[O:20])([O-:16])=[O:15].C(O)(=O)CC(CC(O)=O)(C(O)=O)O, predict the reaction product. The product is: [N+:14]([C:17]1[CH:29]=[C:28]([C:8]2[CH:13]=[CH:12][CH:11]=[CH:10][N:9]=2)[CH:27]=[CH:26][C:18]=1[C:19]([O:21][C:22]([CH3:25])([CH3:24])[CH3:23])=[O:20])([O-:16])=[O:15]. (6) Given the reactants ClCCl.Br[C:5]1[CH:6]=[C:7]([CH:14]=[C:15]([N+:17]([O-:19])=[O:18])[CH:16]=1)[C:8]([NH:10][CH:11]([CH3:13])[CH3:12])=[O:9].[CH:20]1(B(O)O)[CH2:22][CH2:21]1.C([O-])([O-])=O.[K+].[K+], predict the reaction product. The product is: [CH:20]1([C:5]2[CH:6]=[C:7]([CH:14]=[C:15]([N+:17]([O-:19])=[O:18])[CH:16]=2)[C:8]([NH:10][CH:11]([CH3:13])[CH3:12])=[O:9])[CH2:22][CH2:21]1.